From a dataset of Full USPTO retrosynthesis dataset with 1.9M reactions from patents (1976-2016). Predict the reactants needed to synthesize the given product. (1) The reactants are: [CH3:1][C:2]1[CH:7]=[C:6]([NH:8][C:9]2[CH:14]=[CH:13][C:12]([S:15]([F:20])([F:19])([F:18])([F:17])[F:16])=[CH:11][CH:10]=2)[N:5]2[N:21]=[C:22](S(C)(=O)=O)[N:23]=[C:4]2[N:3]=1.[O-:28][CH2:29][CH3:30].[Na+]. Given the product [CH2:29]([O:28][C:22]1[N:23]=[C:4]2[N:3]=[C:2]([CH3:1])[CH:7]=[C:6]([NH:8][C:9]3[CH:14]=[CH:13][C:12]([S:15]([F:19])([F:18])([F:16])([F:17])[F:20])=[CH:11][CH:10]=3)[N:5]2[N:21]=1)[CH3:30], predict the reactants needed to synthesize it. (2) Given the product [CH3:1][NH:2][C:3]([C:5]1[N:6]=[C:7]([C:7]2[NH:8][C:9]([CH2:10][CH2:11][CH3:12])=[C:5]([C:3]([NH:2][CH3:1])=[O:4])[N:6]=2)[NH:8][C:9]=1[CH2:10][CH2:11][CH3:12])=[O:4], predict the reactants needed to synthesize it. The reactants are: [CH3:1][NH:2][C:3]([C:5]1[N:6]=[C:7](I)[NH:8][C:9]=1[CH2:10][CH2:11][CH3:12])=[O:4]. (3) Given the product [CH2:5]([NH:12][C:13](=[O:35])[N:14]([C:16]1[CH:17]=[C:18]([C:22]2[CH:27]=[CH:26][C:25]([CH2:28][CH2:29][C:30]([O:32][CH3:33])=[O:31])=[CH:24][C:23]=2[O:34][CH2:2][CH2:3][CH3:4])[CH:19]=[CH:20][CH:21]=1)[CH3:15])[CH2:6][CH2:7][CH2:8][CH2:9][CH2:10][CH3:11], predict the reactants needed to synthesize it. The reactants are: I[CH2:2][CH2:3][CH3:4].[CH2:5]([NH:12][C:13](=[O:35])[N:14]([C:16]1[CH:17]=[C:18]([C:22]2[CH:27]=[CH:26][C:25]([CH2:28][CH2:29][C:30]([O:32][CH3:33])=[O:31])=[CH:24][C:23]=2[OH:34])[CH:19]=[CH:20][CH:21]=1)[CH3:15])[CH2:6][CH2:7][CH2:8][CH2:9][CH2:10][CH3:11].C(=O)([O-])[O-].[K+].[K+]. (4) Given the product [NH2:10][CH:4]([CH:3]([OH:13])[CH2:2][F:1])[CH2:5][CH2:6][C:7]([NH2:9])=[O:8], predict the reactants needed to synthesize it. The reactants are: [F:1][CH2:2][CH:3]([OH:13])[CH:4]([N+:10]([O-])=O)[CH2:5][CH2:6][C:7]([NH2:9])=[O:8]. (5) Given the product [Br:26][C:23]1[CH:22]=[CH:21][C:20]([NH:19][C:17]2[N:16]([CH3:27])[C:15]3[CH:28]=[CH:29][C:12]([O:11][C:9]4[CH:10]=[C:5]([C:3]([NH:31][CH3:30])=[O:4])[CH:6]=[N:7][CH:8]=4)=[CH:13][C:14]=3[N:18]=2)=[CH:25][CH:24]=1, predict the reactants needed to synthesize it. The reactants are: CO[C:3]([C:5]1[CH:6]=[N:7][CH:8]=[C:9]([O:11][C:12]2[CH:29]=[CH:28][C:15]3[N:16]([CH3:27])[C:17]([NH:19][C:20]4[CH:25]=[CH:24][C:23]([Br:26])=[CH:22][CH:21]=4)=[N:18][C:14]=3[CH:13]=2)[CH:10]=1)=[O:4].[CH3:30][NH2:31]. (6) Given the product [CH3:1][C:2]([CH3:39])([CH3:38])[C:3]([O:5][CH2:6][C:7]1[NH:16][C:15](=[O:17])[C:14]2[C:9](=[CH:10][C:11]3[CH2:20][CH2:19][CH:18]([N:21]([C:25]4[CH:26]=[CH:27][C:28]([C:29]([OH:31])=[O:30])=[CH:36][CH:37]=4)[CH2:22][C:23]#[CH:24])[C:12]=3[CH:13]=2)[N:8]=1)=[O:4], predict the reactants needed to synthesize it. The reactants are: [CH3:1][C:2]([CH3:39])([CH3:38])[C:3]([O:5][CH2:6][C:7]1[NH:16][C:15](=[O:17])[C:14]2[C:9](=[CH:10][C:11]3[CH2:20][CH2:19][CH:18]([N:21]([C:25]4[CH:37]=[CH:36][C:28]([C:29]([O:31]C(C)(C)C)=[O:30])=[CH:27][CH:26]=4)[CH2:22][C:23]#[CH:24])[C:12]=3[CH:13]=2)[N:8]=1)=[O:4].